Dataset: Forward reaction prediction with 1.9M reactions from USPTO patents (1976-2016). Task: Predict the product of the given reaction. Given the reactants Br[C:2]1[CH:3]=[C:4]([CH:9]=[C:10]([S:12]([CH3:15])(=[O:14])=[O:13])[CH:11]=1)[C:5]([O:7][CH3:8])=[O:6].[CH3:16][C:17]1[CH:18]=[CH:19][C:20]([Sn](CCCC)(CCCC)CCCC)=[N:21][CH:22]=1, predict the reaction product. The product is: [CH3:16][C:17]1[CH:18]=[CH:19][C:20]([C:2]2[CH:3]=[C:4]([CH:9]=[C:10]([S:12]([CH3:15])(=[O:14])=[O:13])[CH:11]=2)[C:5]([O:7][CH3:8])=[O:6])=[N:21][CH:22]=1.